This data is from Full USPTO retrosynthesis dataset with 1.9M reactions from patents (1976-2016). The task is: Predict the reactants needed to synthesize the given product. (1) Given the product [NH2:1][C:2]1[S:3][C:4]([N:12]2[CH2:21][CH2:20][C:15](=[O:16])[CH2:14][CH2:13]2)=[C:5]([C:7]2[O:8][CH:9]=[CH:10][CH:11]=2)[N:6]=1, predict the reactants needed to synthesize it. The reactants are: [NH2:1][C:2]1[S:3][C:4]([N:12]2[CH2:21][CH2:20][C:15]3(OCC[O:16]3)[CH2:14][CH2:13]2)=[C:5]([C:7]2[O:8][CH:9]=[CH:10][CH:11]=2)[N:6]=1.Cl.C(=O)([O-])O.[Na+]. (2) Given the product [C:1]([NH:10][C:11]1[CH:12]=[C:13]([C:18]([F:19])([F:20])[F:21])[CH:14]=[CH:15][C:16]=1[CH3:17])(=[O:8])[C:2]1[CH:7]=[CH:6][CH:5]=[CH:4][CH:3]=1, predict the reactants needed to synthesize it. The reactants are: [C:1](Cl)(=[O:8])[C:2]1[CH:7]=[CH:6][CH:5]=[CH:4][CH:3]=1.[NH2:10][C:11]1[CH:12]=[C:13]([C:18]([F:21])([F:20])[F:19])[CH:14]=[CH:15][C:16]=1[CH3:17]. (3) Given the product [F:1][C:2]1[CH:3]=[C:4]2[C:8](=[CH:9][C:10]=1[C:18]#[N:19])[NH:7][CH:6]=[CH:5]2, predict the reactants needed to synthesize it. The reactants are: [F:1][C:2]1[CH:3]=[C:4]2[C:8](=[CH:9][C:10]=1I)[NH:7][CH:6]=[CH:5]2.C([O-])([O-])=O.[Na+].[Na+].[CH3:18][N:19](C)C(=O)C. (4) Given the product [Br:16][CH2:14][C:13]([C:10]1[CH:9]=[CH:8][C:7]([N:1]2[CH2:6][CH2:5][O:4][CH2:3][CH2:2]2)=[CH:12][CH:11]=1)=[O:15], predict the reactants needed to synthesize it. The reactants are: [N:1]1([C:7]2[CH:12]=[CH:11][C:10]([C:13](=[O:15])[CH3:14])=[CH:9][CH:8]=2)[CH2:6][CH2:5][O:4][CH2:3][CH2:2]1.[Br:16]CC(C1C=CC(N2CCCCC2)=CC=1)=O. (5) Given the product [NH2:13][C:11]1[CH:10]=[CH:9][C:5]([C:6]([OH:8])=[O:7])=[C:4]([O:3][CH2:1][CH3:2])[CH:12]=1, predict the reactants needed to synthesize it. The reactants are: [CH2:1]([O:3][C:4]1[CH:12]=[C:11]([N+:13]([O-])=O)[CH:10]=[CH:9][C:5]=1[C:6]([OH:8])=[O:7])[CH3:2].[Cl-].[NH4+]. (6) Given the product [CH3:26][O:27][CH:28]([O:40][CH3:41])[CH2:29][C:30]1[CH:31]=[C:32]2[C:36](=[CH:37][CH:38]=1)[C:35](=[C:3]1[C:4]3[C:9](=[CH:8][CH:7]=[CH:6][CH:5]=3)[NH:1][C:2]1=[O:10])[O:34][CH2:33]2, predict the reactants needed to synthesize it. The reactants are: [NH:1]1[C:9]2[C:4](=[CH:5][CH:6]=[CH:7][CH:8]=2)[CH2:3][C:2]1=[O:10].[Li+].C[Si]([N-][Si](C)(C)C)(C)C.C1COCC1.[CH3:26][O:27][CH:28]([O:40][CH3:41])[CH2:29][C:30]1[CH:31]=[C:32]2[C:36](=[CH:37][CH:38]=1)[C:35](=O)[O:34][CH2:33]2.S(=O)(=O)(O)O.